This data is from Catalyst prediction with 721,799 reactions and 888 catalyst types from USPTO. The task is: Predict which catalyst facilitates the given reaction. The catalyst class is: 2. Product: [OH:34][C@H:32]1[CH2:33][N:29]([C:27](=[O:28])[C@@H:26]([NH:25][C:19]([CH2:18][O:17][CH2:16][C:13]2[CH:14]=[CH:15][C:10]([O:9][C:8]3[CH:22]=[CH:23][C:5]([C:3]([O:2][CH3:1])=[O:4])=[CH:6][CH:7]=3)=[CH:11][CH:12]=2)=[O:20])[C:52]([CH3:53])([CH3:55])[CH3:54])[C@H:30]([C:35](=[O:36])[NH:37][CH2:38][C:40]2[CH:41]=[CH:42][C:43]([C:46]3[S:50][CH:49]=[N:48][C:47]=3[CH3:51])=[CH:44][CH:45]=2)[CH2:31]1. Reactant: [CH3:1][O:2][C:3]([C:5]1[CH:23]=[CH:22][C:8]([O:9][C:10]2[CH:15]=[CH:14][C:13]([CH2:16][O:17][CH2:18][C:19](O)=[O:20])=[CH:12][CH:11]=2)=[CH:7][CH:6]=1)=[O:4].Cl.[NH2:25][C@@H:26]([C:52]([CH3:55])([CH3:54])[CH3:53])[C:27]([N:29]1[CH2:33][C@H:32]([OH:34])[CH2:31][C@H:30]1[C:35]([NH:37][C@H:38]([C:40]1[CH:45]=[CH:44][C:43]([C:46]2[S:50][CH:49]=[N:48][C:47]=2[CH3:51])=[CH:42][CH:41]=1)C)=[O:36])=[O:28].F[B-](F)(F)F.N1(OC(N(C)C)=[N+](C)C)C2C=CC=CC=2N=N1.C(N(C(C)C)CC)(C)C.